From a dataset of Reaction yield outcomes from USPTO patents with 853,638 reactions. Predict the reaction yield, written as a fraction of the theoretical maximum amount of product (1.0 means a 100% yield; for example, 0.34 means a 34% yield). (1) The product is [C:15]([O:76][CH2:75][C:71]1[CH:72]=[CH:73][CH:74]=[C:69]([N:44]2[C:45]([NH:47][C:48](=[O:49])[NH:50][C:51]3[CH:67]=[CH:66][C:54]([O:55][C:56]4[CH:61]=[CH:60][N:59]=[C:58]([C:62](=[O:63])[NH:64][CH3:65])[CH:57]=4)=[CH:53][C:52]=3[F:68])=[CH:46][C:42]([C:38]([CH3:41])([CH3:39])[CH3:40])=[N:43]2)[CH:70]=1)(=[O:16])[CH3:14]. The reactants are C(C1C=C([CH2+]=NC2C=C[C:15]([O:16]C3C=CN=C(C(NC)=O)C=3)=[CH:14]C=2F)N(C2C=CC=C(CO)C=2)N=1)(C)(C)C.[C:38]([C:42]1[CH:46]=[C:45]([NH:47][C:48]([NH:50][C:51]2[CH:67]=[CH:66][C:54]([O:55][C:56]3[CH:61]=[CH:60][N:59]=[C:58]([C:62]([NH:64][CH3:65])=[O:63])[CH:57]=3)=[CH:53][C:52]=2[F:68])=[O:49])[N:44]([C:69]2[CH:74]=[CH:73][CH:72]=[C:71]([CH2:75][OH:76])[CH:70]=2)[N:43]=1)([CH3:41])([CH3:40])[CH3:39].C(Cl)(=O)C. The yield is 0.300. The catalyst is ClCCl. (2) The reactants are [NH2:1][C:2]1[S:3][C:4]2[CH:10]=[C:9]([O:11][C:12]3[CH:13]=[C:14]([NH:19][C:20](=[O:32])[C:21]4[CH:26]=[CH:25][CH:24]=[C:23]([C:27]([C:30]#[N:31])([CH3:29])[CH3:28])[CH:22]=4)[CH:15]=[CH:16][C:17]=3[CH3:18])[CH:8]=[CH:7][C:5]=2[N:6]=1.Cl[CH2:34][C:35](Cl)=[O:36].[CH3:38][N:39]1[CH2:44][CH2:43][NH:42][CH2:41][CH2:40]1. No catalyst specified. The product is [C:30]([C:27]([C:23]1[CH:22]=[C:21]([CH:26]=[CH:25][CH:24]=1)[C:20]([NH:19][C:14]1[CH:15]=[CH:16][C:17]([CH3:18])=[C:12]([O:11][C:9]2[CH:8]=[CH:7][C:5]3[N:6]=[C:2]([NH:1][C:35](=[O:36])[CH2:34][N:42]4[CH2:43][CH2:44][N:39]([CH3:38])[CH2:40][CH2:41]4)[S:3][C:4]=3[CH:10]=2)[CH:13]=1)=[O:32])([CH3:29])[CH3:28])#[N:31]. The yield is 0.490.